This data is from M1 muscarinic receptor antagonist screen with 61,756 compounds. The task is: Binary Classification. Given a drug SMILES string, predict its activity (active/inactive) in a high-throughput screening assay against a specified biological target. (1) The drug is O(C(=O)c1[nH]cnc1C(=O)Nc1ccncc1)CC. The result is 0 (inactive). (2) The molecule is O(c1cc(ccc1OC)/C=C(/c1cccnc1)C#N)C. The result is 0 (inactive).